Predict the reaction yield, written as a fraction of the theoretical maximum amount of product (1.0 means a 100% yield; for example, 0.34 means a 34% yield). From a dataset of Reaction yield outcomes from USPTO patents with 853,638 reactions. (1) The reactants are C([O:8][C:9]1[C:14]([F:15])=[CH:13][C:12]([N+:16]([O-])=O)=[CH:11][C:10]=1[F:19])C1C=CC=CC=1. The catalyst is C(O)C.[Pd]. The product is [NH2:16][C:12]1[CH:13]=[C:14]([F:15])[C:9]([OH:8])=[C:10]([F:19])[CH:11]=1. The yield is 0.950. (2) The reactants are [Cl:1][C:2]1[C:3](=[O:29])[N:4]([CH2:19][C:20]2[N:21]=[CH:22][C:23]([C:26]([OH:28])=O)=[N:24][CH:25]=2)[C:5]([CH3:18])=[CH:6][C:7]=1[O:8][CH2:9][C:10]1[CH:15]=[CH:14][C:13]([F:16])=[CH:12][C:11]=1[F:17].Cl[C:31]1[C:32](=O)[N:33](CC2N=CC(C(OCC)=O)=NC=2)[C:34](C)=[CH:35][C:36]=1[O:37]CC1C=CC(F)=CC=1F.[OH-].[Na+]. No catalyst specified. The product is [Cl:1][C:2]1[C:3](=[O:29])[N:4]([CH2:19][C:20]2[CH:25]=[N:24][C:23]([C:26]([N:33]3[CH2:34][CH2:35][CH:36]([OH:37])[CH2:31][CH2:32]3)=[O:28])=[CH:22][N:21]=2)[C:5]([CH3:18])=[CH:6][C:7]=1[O:8][CH2:9][C:10]1[CH:15]=[CH:14][C:13]([F:16])=[CH:12][C:11]=1[F:17]. The yield is 1.00. (3) The reactants are [CH3:1][O:2][C:3](=[O:21])[CH:4]([C:11]1[CH:16]=[CH:15][C:14](Cl)=[C:13]([N+:18]([O-:20])=[O:19])[CH:12]=1)[CH2:5][CH:6]1[CH2:10][CH2:9][CH2:8][CH2:7]1.[CH3:22][S:23]([O-:25])=[O:24].[Na+].C(OCC)(=O)C.O. The catalyst is CS(C)=O. The product is [CH3:1][O:2][C:3](=[O:21])[CH:4]([C:11]1[CH:16]=[CH:15][C:14]([S:23]([CH3:22])(=[O:25])=[O:24])=[C:13]([N+:18]([O-:20])=[O:19])[CH:12]=1)[CH2:5][CH:6]1[CH2:10][CH2:9][CH2:8][CH2:7]1. The yield is 0.840.